From a dataset of hERG potassium channel inhibition data for cardiac toxicity prediction from Karim et al.. Regression/Classification. Given a drug SMILES string, predict its toxicity properties. Task type varies by dataset: regression for continuous values (e.g., LD50, hERG inhibition percentage) or binary classification for toxic/non-toxic outcomes (e.g., AMES mutagenicity, cardiotoxicity, hepatotoxicity). Dataset: herg_karim. (1) The molecule is N#Cc1ccc(Cn2cncc2C[NH+](CC[NH+]2CCOCC2)[C@@H]2CCN(Cc3cccc(Cl)c3)C2=O)cc1. The result is 1 (blocker). (2) The drug is c1ccc2c3c([nH]c2c1)C(C1CCCCC1)N[C@@H](c1nc(-c2ccncc2)c[nH]1)C3. The result is 1 (blocker). (3) The compound is CC(=O)c1nn(-c2ccccc2)/c(=N/c2nc(-c3ccccc3)cc(-c3ccccc3)c2C#N)s1. The result is 0 (non-blocker). (4) The drug is CN1CCC(COCc2cc(C(F)(F)F)cc(C3CC3)n2)(c2cccc(Cl)c2)CC1. The result is 1 (blocker).